Task: Predict the reaction yield, written as a fraction of the theoretical maximum amount of product (1.0 means a 100% yield; for example, 0.34 means a 34% yield).. Dataset: Reaction yield outcomes from USPTO patents with 853,638 reactions (1) The reactants are [Li]C(CC)C.CCCCCC.C1CCCCC1.[CH3:18][O:19][C:20]1[CH:29]=[CH:28][C:27]2[C:22](=[CH:23][CH:24]=[CH:25][CH:26]=2)[CH:21]=1.[Si:30](Cl)([C:43]1[CH:48]=[CH:47][CH:46]=[CH:45][CH:44]=1)([C:37]1[CH:42]=[CH:41][CH:40]=[CH:39][CH:38]=1)[C:31]1[CH:36]=[CH:35][CH:34]=[CH:33][CH:32]=1.CN(C)P(N(C)C)(N(C)C)=O. The product is [CH3:18][O:19][C:20]1[C:29]([Si:30]([C:37]2[CH:38]=[CH:39][CH:40]=[CH:41][CH:42]=2)([C:43]2[CH:48]=[CH:47][CH:46]=[CH:45][CH:44]=2)[C:31]2[CH:32]=[CH:33][CH:34]=[CH:35][CH:36]=2)=[CH:28][C:27]2[C:22]([CH:21]=1)=[CH:23][CH:24]=[CH:25][CH:26]=2. The yield is 0.900. The catalyst is O1CCCC1.O. (2) The reactants are [CH3:1][O:2][C:3]1[CH:8]=[C:7](F)[C:6]([CH3:10])=[CH:5][C:4]=1[N+:11]([O-:13])=[O:12].Cl.Cl.[CH3:16][S:17]([N:20]1[CH2:25][CH2:24][N:23]([CH:26]2[CH2:31][CH2:30][NH:29][CH2:28][CH2:27]2)[CH2:22][CH2:21]1)(=[O:19])=[O:18].C([O-])([O-])=O.[K+].[K+].O. The catalyst is CS(C)=O. The product is [CH3:10][C:6]1[CH:5]=[C:4]([N+:11]([O-:13])=[O:12])[C:3]([O:2][CH3:1])=[CH:8][C:7]=1[N:29]1[CH2:28][CH2:27][CH:26]([N:23]2[CH2:24][CH2:25][N:20]([S:17]([CH3:16])(=[O:19])=[O:18])[CH2:21][CH2:22]2)[CH2:31][CH2:30]1. The yield is 0.550. (3) The reactants are [C:1]([Si:5]([C:28]1[CH:33]=[CH:32][CH:31]=[CH:30][CH:29]=1)([C:22]1[CH:27]=[CH:26][CH:25]=[CH:24][CH:23]=1)[O:6][CH:7]1[CH2:12][CH2:11][N:10]([C:13]2[N:18]=[C:17]3[NH:19][CH:20]=[N:21][C:16]3=[CH:15][CH:14]=2)[CH2:9][CH2:8]1)([CH3:4])([CH3:3])[CH3:2].C(=O)([O-])[O-].[K+].[K+].C1(=O)OC(=O)CC1.[CH3:47][N:48]([CH3:53])[CH2:49]N(C)C. The catalyst is C(Cl)Cl. The product is [C:1]([Si:5]([C:22]1[CH:23]=[CH:24][CH:25]=[CH:26][CH:27]=1)([C:28]1[CH:33]=[CH:32][CH:31]=[CH:30][CH:29]=1)[O:6][CH:7]1[CH2:12][CH2:11][N:10]([C:13]2[N:18]=[C:17]3[N:19]([CH2:47][N:48]([CH3:53])[CH3:49])[CH:20]=[N:21][C:16]3=[CH:15][CH:14]=2)[CH2:9][CH2:8]1)([CH3:4])([CH3:2])[CH3:3]. The yield is 0.970. (4) The reactants are [NH2:1][CH2:2][CH2:3][C:4]1[CH:5]=[C:6]([NH:10][C:11]([NH:13][CH2:14][C:15]2[CH:20]=[CH:19][CH:18]=[CH:17][CH:16]=2)=[O:12])[CH:7]=[CH:8][CH:9]=1.[CH:21]([O:24]C(C)C)(C)C. No catalyst specified. The product is [NH2:1][CH2:2][CH2:3][C:4]1[CH:5]=[C:6]([NH:10][C:11]([NH:13][CH2:14][C:15]2[CH:20]=[CH:19][CH:18]=[CH:17][C:16]=2[O:24][CH3:21])=[O:12])[CH:7]=[CH:8][CH:9]=1. The yield is 0.460. (5) The reactants are [F:1][C:2]1[CH:3]=[C:4]([CH:6]=[CH:7][C:8]=1[O:9][C:10]1[C:19]2[C:14](=[CH:15][C:16]([O:22][CH2:23][CH2:24][CH2:25][N:26]3[CH2:31][CH2:30][O:29][CH2:28][CH2:27]3)=[C:17]([O:20][CH3:21])[CH:18]=2)[N:13]=[CH:12][CH:11]=1)[NH2:5].C(N(CC)CC)C.ClC(Cl)(O[C:43](=[O:49])OC(Cl)(Cl)Cl)Cl.[F:51][C:52]1[CH:57]=[CH:56][C:55]([CH:58]([NH2:60])[CH3:59])=[CH:54][CH:53]=1. The catalyst is C(Cl)(Cl)Cl. The product is [F:1][C:2]1[CH:3]=[C:4]([NH:5][C:43]([NH:60][CH:58]([C:55]2[CH:56]=[CH:57][C:52]([F:51])=[CH:53][CH:54]=2)[CH3:59])=[O:49])[CH:6]=[CH:7][C:8]=1[O:9][C:10]1[C:19]2[C:14](=[CH:15][C:16]([O:22][CH2:23][CH2:24][CH2:25][N:26]3[CH2:31][CH2:30][O:29][CH2:28][CH2:27]3)=[C:17]([O:20][CH3:21])[CH:18]=2)[N:13]=[CH:12][CH:11]=1. The yield is 0.520.